From a dataset of HIV replication inhibition screening data with 41,000+ compounds from the AIDS Antiviral Screen. Binary Classification. Given a drug SMILES string, predict its activity (active/inactive) in a high-throughput screening assay against a specified biological target. (1) The molecule is CCc1ccc(Cc2ccc(CC)c(NC(=O)C(=O)Cc3nc4ccccc4nc3C)c2CC)c(CC)c1NC(=O)C(=O)Cc1nc2ccccc2nc1C. The result is 0 (inactive). (2) The compound is Cc1nc2c(ccc3[nH]c4ccccc4c32)s1. The result is 0 (inactive). (3) The molecule is Cc1ccc(-c2nc3cc(F)c(N4CCN(C)CC4)cc3[nH]2)cc1. The result is 0 (inactive). (4) The compound is Cn1c2ccccc2c(=O)c2c(O)cc3c(c21)C=CC1(CCCCC1)O3. The result is 0 (inactive). (5) The molecule is COc1cccc(-c2nc(-c3cnccn3)n(C3OC(CO)C(O)C3O)n2)c1. The result is 0 (inactive). (6) The result is 0 (inactive). The compound is CC(O)C(=O)O[Pb](C)(C)C. (7) The drug is Cc1cc(S(=O)(=O)Nc2nc(N)nc(N3CCCCC3)n2)c(S)cc1Cl. The result is 0 (inactive).